This data is from NCI-60 drug combinations with 297,098 pairs across 59 cell lines. The task is: Regression. Given two drug SMILES strings and cell line genomic features, predict the synergy score measuring deviation from expected non-interaction effect. (1) Synergy scores: CSS=12.0, Synergy_ZIP=-3.48, Synergy_Bliss=0.941, Synergy_Loewe=4.26, Synergy_HSA=1.46. Drug 2: CCN(CC)CCCC(C)NC1=C2C=C(C=CC2=NC3=C1C=CC(=C3)Cl)OC. Drug 1: C1=NC2=C(N=C(N=C2N1C3C(C(C(O3)CO)O)O)F)N. Cell line: SK-MEL-5. (2) Drug 1: CC(CN1CC(=O)NC(=O)C1)N2CC(=O)NC(=O)C2. Drug 2: CC1=C(C=C(C=C1)NC(=O)C2=CC=C(C=C2)CN3CCN(CC3)C)NC4=NC=CC(=N4)C5=CN=CC=C5. Cell line: ACHN. Synergy scores: CSS=24.7, Synergy_ZIP=-4.30, Synergy_Bliss=-7.86, Synergy_Loewe=-11.9, Synergy_HSA=-10.5. (3) Drug 2: CNC(=O)C1=NC=CC(=C1)OC2=CC=C(C=C2)NC(=O)NC3=CC(=C(C=C3)Cl)C(F)(F)F. Synergy scores: CSS=19.0, Synergy_ZIP=-10.2, Synergy_Bliss=-11.0, Synergy_Loewe=-60.9, Synergy_HSA=-9.39. Drug 1: C1=CC=C(C=C1)NC(=O)CCCCCCC(=O)NO. Cell line: LOX IMVI. (4) Drug 1: C1=CN(C(=O)N=C1N)C2C(C(C(O2)CO)O)O.Cl. Drug 2: CCC1=C2CN3C(=CC4=C(C3=O)COC(=O)C4(CC)O)C2=NC5=C1C=C(C=C5)O. Cell line: ACHN. Synergy scores: CSS=64.0, Synergy_ZIP=-0.174, Synergy_Bliss=-0.403, Synergy_Loewe=-0.233, Synergy_HSA=3.45. (5) Drug 1: CN(C)C1=NC(=NC(=N1)N(C)C)N(C)C. Drug 2: C1=NC2=C(N=C(N=C2N1C3C(C(C(O3)CO)O)F)Cl)N. Cell line: OVCAR-4. Synergy scores: CSS=-3.92, Synergy_ZIP=-1.46, Synergy_Bliss=-2.13, Synergy_Loewe=-14.5, Synergy_HSA=-5.34. (6) Drug 2: CCCCC(=O)OCC(=O)C1(CC(C2=C(C1)C(=C3C(=C2O)C(=O)C4=C(C3=O)C=CC=C4OC)O)OC5CC(C(C(O5)C)O)NC(=O)C(F)(F)F)O. Synergy scores: CSS=9.25, Synergy_ZIP=-3.51, Synergy_Bliss=-2.59, Synergy_Loewe=-1.75, Synergy_HSA=-1.72. Cell line: CAKI-1. Drug 1: CNC(=O)C1=CC=CC=C1SC2=CC3=C(C=C2)C(=NN3)C=CC4=CC=CC=N4.